Dataset: Catalyst prediction with 721,799 reactions and 888 catalyst types from USPTO. Task: Predict which catalyst facilitates the given reaction. (1) Reactant: [CH2:1]([C:3]1[CH:8]=[C:7]([C:9]2[O:13][N:12]=[C:11]([C:14]3[CH:19]=[C:18]([CH3:20])[C:17]([O:21][CH2:22][C@@H:23]4[CH2:25][O:24]4)=[C:16]([CH2:26][CH3:27])[CH:15]=3)[N:10]=2)[CH:6]=[C:5]([CH3:28])[N:4]=1)[CH3:2].[NH3:29]. Product: [NH2:29][CH2:25][C@@H:23]([OH:24])[CH2:22][O:21][C:17]1[C:18]([CH3:20])=[CH:19][C:14]([C:11]2[N:10]=[C:9]([C:7]3[CH:6]=[C:5]([CH3:28])[N:4]=[C:3]([CH2:1][CH3:2])[CH:8]=3)[O:13][N:12]=2)=[CH:15][C:16]=1[CH2:26][CH3:27]. The catalyst class is: 5. (2) Reactant: Cl.Cl.N[C@H:4]([C:18]1[CH:23]=[CH:22][CH:21]=[CH:20][CH:19]=1)[C:5]([NH:7][C:8]1[CH:9]=[C:10]2[C:15](=[CH:16][CH:17]=1)[CH:14]=[N:13][CH:12]=[CH:11]2)=[O:6].C=O.[CH3:26]C(O)=O.[BH3-][C:31]#[N:32].[Na+]. Product: [CH3:26][N:32]([CH3:31])[C@H:4]([C:18]1[CH:23]=[CH:22][CH:21]=[CH:20][CH:19]=1)[C:5]([NH:7][C:8]1[CH:9]=[C:10]2[C:15](=[CH:16][CH:17]=1)[CH:14]=[N:13][CH:12]=[CH:11]2)=[O:6]. The catalyst class is: 5. (3) The catalyst class is: 4. Product: [F:1][C:2]1[C:7]([F:8])=[C:6]([CH3:9])[CH:5]=[C:4]([I:10])[C:3]=1[NH:11][C:12]([NH:14][CH:15]1[CH2:16][CH2:17][N:18]([C:21]([O:23][C:24]([CH3:27])([CH3:26])[CH3:25])=[O:22])[CH2:19][CH2:20]1)=[O:13]. Reactant: [F:1][C:2]1[C:7]([F:8])=[C:6]([CH3:9])[CH:5]=[C:4]([I:10])[C:3]=1[N:11]=[C:12]=[O:13].[NH2:14][CH:15]1[CH2:20][CH2:19][N:18]([C:21]([O:23][C:24]([CH3:27])([CH3:26])[CH3:25])=[O:22])[CH2:17][CH2:16]1. (4) Reactant: [OH:1][C:2]1[CH:3]=[C:4]([CH2:8][NH:9][C:10](=[O:18])[C:11]2[CH:16]=[CH:15][CH:14]=[N:13][C:12]=2[NH2:17])[CH:5]=[CH:6][CH:7]=1.I[CH2:20][CH2:21][CH2:22][CH2:23][CH2:24][CH3:25].C(=O)([O-])[O-].[Cs+].[Cs+].CN(C=O)C. Product: [CH2:20]([O:1][C:2]1[CH:3]=[C:4]([CH2:8][NH:9][C:10](=[O:18])[C:11]2[CH:16]=[CH:15][CH:14]=[N:13][C:12]=2[NH2:17])[CH:5]=[CH:6][CH:7]=1)[CH2:21][CH2:22][CH2:23][CH2:24][CH3:25]. The catalyst class is: 6.